Dataset: Forward reaction prediction with 1.9M reactions from USPTO patents (1976-2016). Task: Predict the product of the given reaction. (1) Given the reactants C[O:2][C:3](=[O:37])[C:4]1[CH:9]=[CH:8][CH:7]=[CH:6][C:5]=1[O:10][CH2:11][C:12]1[N:13]=[C:14]([N:24]2[CH2:29][CH2:28][N:27]3[C:30]([C:33]([F:36])([F:35])[F:34])=[N:31][N:32]=[C:26]3[CH2:25]2)[C:15]2[CH:20]=[C:19]([CH2:21][CH2:22][CH3:23])[S:18][C:16]=2[N:17]=1.[OH-].[Li+], predict the reaction product. The product is: [CH2:21]([C:19]1[S:18][C:16]2[N:17]=[C:12]([CH2:11][O:10][C:5]3[CH:6]=[CH:7][CH:8]=[CH:9][C:4]=3[C:3]([OH:37])=[O:2])[N:13]=[C:14]([N:24]3[CH2:29][CH2:28][N:27]4[C:30]([C:33]([F:35])([F:34])[F:36])=[N:31][N:32]=[C:26]4[CH2:25]3)[C:15]=2[CH:20]=1)[CH2:22][CH3:23]. (2) Given the reactants [N:1]1[CH:6]=[CH:5][CH:4]=[C:3](C=O)[CH:2]=1.[Cl:9][C:10]1[C:14](C2C=NC=CC=2)=[N:13][S:12][N:11]=1.[H-].[Na+], predict the reaction product. The product is: [Cl:9][C:10]1[C:14]([C:6]2[CH:5]=[CH:4][CH:3]=[CH:2][N:1]=2)=[N:13][S:12][N:11]=1. (3) Given the reactants [CH3:1][Si](C)(C)[N-][Si](C)(C)C.[K+].[CH:11]([C:14]1[CH:19]=[CH:18][C:17]([C:20](=O)[CH3:21])=[C:16](OC)[CH:15]=1)([CH3:13])[CH3:12].[OH2:25].[C:26](OCC)(=O)[CH3:27], predict the reaction product. The product is: [CH:11]([C:14]1[CH:19]=[CH:18][C:17]([C:20]([CH3:21])=[CH:26][CH3:27])=[C:16]([O:25][CH3:1])[CH:15]=1)([CH3:13])[CH3:12]. (4) Given the reactants [Br:1][CH2:2][C:3](=O)[C:4]([O:6][CH2:7][CH3:8])=[O:5].[NH2:10][C:11]([NH:13][C:14]([NH:16][C:17](=[O:23])[O:18][C:19]([CH3:22])([CH3:21])[CH3:20])=[NH:15])=[S:12], predict the reaction product. The product is: [BrH:1].[C:19]([O:18][C:17]([NH:16][C:14]([NH:13][C:11]1[S:12][CH:2]=[C:3]([C:4]([O:6][CH2:7][CH3:8])=[O:5])[N:10]=1)=[NH:15])=[O:23])([CH3:22])([CH3:20])[CH3:21]. (5) Given the reactants [F:1][C:2]1[C:14]([NH:15][CH2:16][C:17]2[CH:22]=[C:21]([C:23]3[CH:28]=[CH:27][CH:26]=[C:25]([F:29])[CH:24]=3)[CH:20]=[C:19]([CH3:30])[C:18]=2[OH:31])=[C:13]([F:32])[CH:12]=[CH:11][C:3]=1[O:4][CH2:5][C:6]([O:8]CC)=[O:7].[Li+].[OH-].O.Cl, predict the reaction product. The product is: [F:1][C:2]1[C:14]([NH:15][CH2:16][C:17]2[CH:22]=[C:21]([C:23]3[CH:28]=[CH:27][CH:26]=[C:25]([F:29])[CH:24]=3)[CH:20]=[C:19]([CH3:30])[C:18]=2[OH:31])=[C:13]([F:32])[CH:12]=[CH:11][C:3]=1[O:4][CH2:5][C:6]([OH:8])=[O:7]. (6) Given the reactants [CH2:1]([O:8][CH:9]1[CH:16]2[CH:12]([O:13][C:14]([CH3:18])(C)[O:15]2)[O:11][C:10]1([CH2:21][O:22][Si:23]([C:36]([CH3:39])([CH3:38])[CH3:37])(C1C=CC=CC=1)C1C=CC=CC=1)[CH:19]=[CH2:20])[C:2]1[CH:7]=[CH:6][CH:5]=[CH:4][CH:3]=1.C([O:43][C:44](=[O:46])[CH3:45])(=O)C.OS(O)(=O)=O.[C:52](O)(=O)[CH3:53], predict the reaction product. The product is: [C:44]([O:43][CH:16]1[CH:9]([O:8][CH2:1][C:2]2[CH:3]=[CH:4][CH:5]=[CH:6][CH:7]=2)[C:10]([C:21]([C:53]2[CH:52]=[CH:19][CH:10]=[CH:9][CH:16]=2)([C:2]2[CH:7]=[CH:6][CH:5]=[CH:4][CH:3]=2)[O:22][SiH2:23][C:36]([CH3:37])([CH3:39])[CH3:38])([CH:19]=[CH2:20])[O:11][CH:12]1[O:13][C:14](=[O:15])[CH3:18])(=[O:46])[CH3:45]. (7) Given the reactants [NH:1]1[CH:5]=[C:4](C=O)[CH:3]=[N:2]1.C[Si]([C:12]#[N:13])(C)C.Cl.Cl.[CH2:16]1[NH:21][CH2:20][CH2:19][N:18]2[CH2:22][CH2:23][CH2:24][C@H:17]12.[C:25]([O-])([O-])=O.[K+].[K+], predict the reaction product. The product is: [CH2:22]1[N:18]([CH:17]([C:3]2[CH:4]=[CH:5][NH:1][N:2]=2)[C:16]#[N:21])[CH2:19][CH2:20][N:13]2[CH2:12][CH2:25][CH2:24][C@H:23]12.